Dataset: NCI-60 drug combinations with 297,098 pairs across 59 cell lines. Task: Regression. Given two drug SMILES strings and cell line genomic features, predict the synergy score measuring deviation from expected non-interaction effect. (1) Drug 1: C1=NC2=C(N=C(N=C2N1C3C(C(C(O3)CO)O)O)F)N. Drug 2: C(CC(=O)O)C(=O)CN.Cl. Cell line: KM12. Synergy scores: CSS=8.65, Synergy_ZIP=-4.66, Synergy_Bliss=-6.82, Synergy_Loewe=-0.415, Synergy_HSA=-3.46. (2) Drug 1: CC1C(C(=O)NC(C(=O)N2CCCC2C(=O)N(CC(=O)N(C(C(=O)O1)C(C)C)C)C)C(C)C)NC(=O)C3=C4C(=C(C=C3)C)OC5=C(C(=O)C(=C(C5=N4)C(=O)NC6C(OC(=O)C(N(C(=O)CN(C(=O)C7CCCN7C(=O)C(NC6=O)C(C)C)C)C)C(C)C)C)N)C. Drug 2: CC1=C(C=C(C=C1)C(=O)NC2=CC(=CC(=C2)C(F)(F)F)N3C=C(N=C3)C)NC4=NC=CC(=N4)C5=CN=CC=C5. Cell line: RXF 393. Synergy scores: CSS=19.8, Synergy_ZIP=11.4, Synergy_Bliss=13.9, Synergy_Loewe=9.90, Synergy_HSA=9.82. (3) Drug 1: CCC(=C(C1=CC=CC=C1)C2=CC=C(C=C2)OCCN(C)C)C3=CC=CC=C3.C(C(=O)O)C(CC(=O)O)(C(=O)O)O. Cell line: M14. Synergy scores: CSS=-1.06, Synergy_ZIP=3.31, Synergy_Bliss=6.73, Synergy_Loewe=1.59, Synergy_HSA=1.56. Drug 2: COC1=NC(=NC2=C1N=CN2C3C(C(C(O3)CO)O)O)N.